This data is from Forward reaction prediction with 1.9M reactions from USPTO patents (1976-2016). The task is: Predict the product of the given reaction. (1) The product is: [Cl:1][C:2]1[CH:3]=[C:4]([CH:8]=[CH:9][CH:10]=1)[C:5]([NH:11][C:12]1[CH:17]=[CH:16][C:15]([N+:18]([O-:20])=[O:19])=[CH:14][N:13]=1)=[O:6]. Given the reactants [Cl:1][C:2]1[CH:3]=[C:4]([CH:8]=[CH:9][CH:10]=1)[C:5](Cl)=[O:6].[NH2:11][C:12]1[CH:17]=[CH:16][C:15]([N+:18]([O-:20])=[O:19])=[CH:14][N:13]=1, predict the reaction product. (2) Given the reactants [C:1]([NH:4][CH:5]([C:14]1[CH:19]=[CH:18][CH:17]=[CH:16][CH:15]=1)[C:6]([C:8]1[CH:13]=[CH:12][N:11]=[CH:10][CH:9]=1)=[O:7])(=O)[CH3:2].[OH-].[Na+], predict the reaction product. The product is: [CH3:2][C:1]1[O:7][C:6]([C:8]2[CH:13]=[CH:12][N:11]=[CH:10][CH:9]=2)=[C:5]([C:14]2[CH:19]=[CH:18][CH:17]=[CH:16][CH:15]=2)[N:4]=1. (3) Given the reactants [CH2:1]([N:8]([CH2:40][C:41]1[CH:46]=[CH:45][CH:44]=[CH:43][CH:42]=1)[C:9]([C@H:11]1[C@H:16]([C:17](=[O:33])[N:18]([CH2:26][C:27]2[CH:32]=[CH:31][CH:30]=[CH:29][CH:28]=2)[CH2:19][C:20]2[CH:25]=[CH:24][CH:23]=[CH:22][CH:21]=2)[CH2:15][CH2:14][C:13](=[CH:34][C:35]([O:37][CH2:38]C)=[O:36])[CH2:12]1)=[O:10])[C:2]1[CH:7]=[CH:6][CH:5]=[CH:4][CH:3]=1.[Mg], predict the reaction product. The product is: [CH2:40]([N:8]([CH2:1][C:2]1[CH:3]=[CH:4][CH:5]=[CH:6][CH:7]=1)[C:9]([C@H:11]1[C@H:16]([C:17](=[O:33])[N:18]([CH2:26][C:27]2[CH:32]=[CH:31][CH:30]=[CH:29][CH:28]=2)[CH2:19][C:20]2[CH:21]=[CH:22][CH:23]=[CH:24][CH:25]=2)[CH2:15][CH2:14][C@@H:13]([CH2:34][C:35]([O:37][CH3:38])=[O:36])[CH2:12]1)=[O:10])[C:41]1[CH:46]=[CH:45][CH:44]=[CH:43][CH:42]=1. (4) Given the reactants [CH3:1][N:2]1[CH2:9][C@@H:8]2[C@@H:4]([N:5]([C:10]3[CH:15]=[CH:14][C:13]([C:16]4[CH:21]=[CH:20][C:19]([N:22]5[C:27](=[O:28])[CH:26]=[CH:25][CH:24]=[N:23]5)=[CH:18][CH:17]=4)=[CH:12][CH:11]=3)[CH2:6][CH2:7]2)[CH2:3]1.[OH:29]O, predict the reaction product. The product is: [CH3:1][N@@+:2]1([O-:29])[CH2:9][C@@H:8]2[C@@H:4]([N:5]([C:10]3[CH:15]=[CH:14][C:13]([C:16]4[CH:21]=[CH:20][C:19]([N:22]5[C:27](=[O:28])[CH:26]=[CH:25][CH:24]=[N:23]5)=[CH:18][CH:17]=4)=[CH:12][CH:11]=3)[CH2:6][CH2:7]2)[CH2:3]1. (5) Given the reactants Br[C:2]1[CH:3]=[C:4]2[C:9]3=[C:10]([CH2:12][CH2:13][CH2:14][N:8]3[CH2:7][C@@H:6]3[CH2:15][N:16]([C:18]([O:20][C:21]([CH3:24])([CH3:23])[CH3:22])=[O:19])[CH2:17][C@H:5]23)[CH:11]=1.C(=[NH:38])(C1C=CC=CC=1)C1C=CC=CC=1.C1C=CC(P(C2C=CC3C(=CC=CC=3)C=2C2C3C(=CC=CC=3)C=CC=2P(C2C=CC=CC=2)C2C=CC=CC=2)C2C=CC=CC=2)=CC=1.CC(C)([O-])C.[Na+].CC([O-])=O.[Na+].Cl.NO, predict the reaction product. The product is: [NH2:38][C:2]1[CH:3]=[C:4]2[C:9]3=[C:10]([CH2:12][CH2:13][CH2:14][N:8]3[CH2:7][C@@H:6]3[CH2:15][N:16]([C:18]([O:20][C:21]([CH3:24])([CH3:23])[CH3:22])=[O:19])[CH2:17][C@H:5]23)[CH:11]=1. (6) Given the reactants [CH2:1]([O:3][C:4]1[CH:5]=[C:6]2[C:10](=[CH:11][C:12]=1[O:13][CH2:14][CH2:15][CH2:16][O:17]C1CCCCO1)[C:9](=O)[CH2:8][CH2:7]2)[CH3:2].[F:25][C:26]1[CH:27]=[C:28]([N:32]=[C:33]=S)[CH:29]=[CH:30][CH:31]=1.C[Si](C)(C)[Si](C)(C)C.[Li].[NH2:44][NH2:45].C(O)(=O)C, predict the reaction product. The product is: [CH2:1]([O:3][C:4]1[CH:5]=[C:6]2[C:10](=[CH:11][C:12]=1[O:13][CH2:14][CH2:15][CH2:16][OH:17])[C:9]1=[N:44][NH:45][C:33]([NH:32][C:28]3[CH:29]=[CH:30][CH:31]=[C:26]([F:25])[CH:27]=3)=[C:8]1[CH2:7]2)[CH3:2]. (7) Given the reactants [O:1]=[C:2]1[CH2:7][CH2:6][N:5]([C:8]([O:10][C:11]([CH3:14])([CH3:13])[CH3:12])=[O:9])[CH2:4][CH2:3]1.[CH3:15][N:16]([CH:18](OC)OC)[CH3:17], predict the reaction product. The product is: [CH3:15][N:16]([CH:18]=[C:7]1[C:2](=[O:1])[CH2:3][CH2:4][N:5]([C:8]([O:10][C:11]([CH3:14])([CH3:13])[CH3:12])=[O:9])[CH2:6]1)[CH3:17].